Task: Predict which catalyst facilitates the given reaction.. Dataset: Catalyst prediction with 721,799 reactions and 888 catalyst types from USPTO (1) Reactant: [Cl:1][C:2]1[N:7]=[C:6]2[N:8]([Si](C(C)C)(C(C)C)C(C)C)[CH:9]=[CH:10][C:5]2=[C:4]([C:21]2([OH:34])[CH2:26][CH2:25][N:24](C(OC(C)(C)C)=O)[CH2:23][CH2:22]2)[CH:3]=1.[Si](I)(C)(C)C. Product: [Cl:1][C:2]1[N:7]=[C:6]2[NH:8][CH:9]=[CH:10][C:5]2=[C:4]([C:21]2([OH:34])[CH2:22][CH2:23][NH:24][CH2:25][CH2:26]2)[CH:3]=1. The catalyst class is: 2. (2) Reactant: [Cl:1][C:2]1[N:3]=[C:4](Cl)[C:5]2[N:11]=[CH:10][C:9]([Cl:12])=[CH:8][C:6]=2[N:7]=1.[CH2:14]([NH2:21])[C:15]1[CH:20]=[CH:19][CH:18]=[CH:17][CH:16]=1.C(N(CC)CC)C. Product: [CH2:14]([NH:21][C:4]1[C:5]2[N:11]=[CH:10][C:9]([Cl:12])=[CH:8][C:6]=2[N:7]=[C:2]([Cl:1])[N:3]=1)[C:15]1[CH:20]=[CH:19][CH:18]=[CH:17][CH:16]=1. The catalyst class is: 1. (3) Reactant: [Br:1][C:2]1[N:3]=[CH:4][C:5]([NH2:8])=[N:6][CH:7]=1.ClC1C=C(Cl)C=C(Cl)C=1[C:18](C1C(Cl)=CC(Cl)=CC=1Cl)([C:22]([O-])=[O:23])[C:19]([O-])=[O:20]. Product: [Br:1][C:2]1[N:3]=[CH:4][C:5]2[N:6]([CH:7]=1)[C:19](=[O:20])[CH:18]=[C:22]([OH:23])[N:8]=2. The catalyst class is: 1. (4) Reactant: [N:1]1([S:7]([C:10]2[CH:17]=[CH:16][C:13]([C:14]#[N:15])=[CH:12][CH:11]=2)(=[O:9])=[O:8])[CH2:6][CH2:5][CH2:4][CH2:3][CH2:2]1.[OH-].[NH4+].[H][H]. Product: [N:1]1([S:7]([C:10]2[CH:17]=[CH:16][C:13]([CH2:14][NH2:15])=[CH:12][CH:11]=2)(=[O:9])=[O:8])[CH2:2][CH2:3][CH2:4][CH2:5][CH2:6]1. The catalyst class is: 94.